From a dataset of NCI-60 drug combinations with 297,098 pairs across 59 cell lines. Regression. Given two drug SMILES strings and cell line genomic features, predict the synergy score measuring deviation from expected non-interaction effect. (1) Drug 1: CC1=C(N=C(N=C1N)C(CC(=O)N)NCC(C(=O)N)N)C(=O)NC(C(C2=CN=CN2)OC3C(C(C(C(O3)CO)O)O)OC4C(C(C(C(O4)CO)O)OC(=O)N)O)C(=O)NC(C)C(C(C)C(=O)NC(C(C)O)C(=O)NCCC5=NC(=CS5)C6=NC(=CS6)C(=O)NCCC[S+](C)C)O. Drug 2: CCC1(C2=C(COC1=O)C(=O)N3CC4=CC5=C(C=CC(=C5CN(C)C)O)N=C4C3=C2)O.Cl. Cell line: CAKI-1. Synergy scores: CSS=60.9, Synergy_ZIP=-2.09, Synergy_Bliss=0.0634, Synergy_Loewe=6.40, Synergy_HSA=8.00. (2) Drug 1: CN(C)N=NC1=C(NC=N1)C(=O)N. Drug 2: CC12CCC3C(C1CCC2O)C(CC4=C3C=CC(=C4)O)CCCCCCCCCS(=O)CCCC(C(F)(F)F)(F)F. Cell line: HOP-92. Synergy scores: CSS=-2.78, Synergy_ZIP=-3.72, Synergy_Bliss=-12.0, Synergy_Loewe=-11.0, Synergy_HSA=-10.7. (3) Drug 1: COC1=C(C=C2C(=C1)N=CN=C2NC3=CC(=C(C=C3)F)Cl)OCCCN4CCOCC4. Drug 2: COC1=NC(=NC2=C1N=CN2C3C(C(C(O3)CO)O)O)N. Cell line: 786-0. Synergy scores: CSS=12.6, Synergy_ZIP=-3.44, Synergy_Bliss=-2.88, Synergy_Loewe=-2.40, Synergy_HSA=-0.359. (4) Drug 2: CC1C(C(CC(O1)OC2CC(CC3=C2C(=C4C(=C3O)C(=O)C5=CC=CC=C5C4=O)O)(C(=O)C)O)N)O. Cell line: A498. Synergy scores: CSS=85.5, Synergy_ZIP=15.2, Synergy_Bliss=16.5, Synergy_Loewe=11.3, Synergy_HSA=18.9. Drug 1: CNC(=O)C1=NC=CC(=C1)OC2=CC=C(C=C2)NC(=O)NC3=CC(=C(C=C3)Cl)C(F)(F)F. (5) Drug 1: CN1CCC(CC1)COC2=C(C=C3C(=C2)N=CN=C3NC4=C(C=C(C=C4)Br)F)OC. Drug 2: CC12CCC(CC1=CCC3C2CCC4(C3CC=C4C5=CN=CC=C5)C)O. Cell line: A549. Synergy scores: CSS=19.7, Synergy_ZIP=2.13, Synergy_Bliss=5.81, Synergy_Loewe=3.91, Synergy_HSA=6.18. (6) Drug 1: C(CCl)NC(=O)N(CCCl)N=O. Drug 2: COCCOC1=C(C=C2C(=C1)C(=NC=N2)NC3=CC=CC(=C3)C#C)OCCOC.Cl. Cell line: NCI-H460. Synergy scores: CSS=-0.0180, Synergy_ZIP=0.529, Synergy_Bliss=0.358, Synergy_Loewe=-3.14, Synergy_HSA=-1.95. (7) Drug 1: CN(C(=O)NC(C=O)C(C(C(CO)O)O)O)N=O. Drug 2: C1CCC(C(C1)N)N.C(=O)(C(=O)[O-])[O-].[Pt+4]. Cell line: MOLT-4. Synergy scores: CSS=-1.34, Synergy_ZIP=-21.9, Synergy_Bliss=-48.3, Synergy_Loewe=-91.3, Synergy_HSA=-49.0. (8) Drug 1: CC1C(C(CC(O1)OC2CC(OC(C2O)C)OC3=CC4=CC5=C(C(=O)C(C(C5)C(C(=O)C(C(C)O)O)OC)OC6CC(C(C(O6)C)O)OC7CC(C(C(O7)C)O)OC8CC(C(C(O8)C)O)(C)O)C(=C4C(=C3C)O)O)O)O. Drug 2: C1CCC(C(C1)N)N.C(=O)(C(=O)[O-])[O-].[Pt+4]. Cell line: IGROV1. Synergy scores: CSS=40.9, Synergy_ZIP=-3.02, Synergy_Bliss=-0.440, Synergy_Loewe=-14.7, Synergy_HSA=-1.39. (9) Drug 2: CN(C(=O)NC(C=O)C(C(C(CO)O)O)O)N=O. Synergy scores: CSS=8.14, Synergy_ZIP=4.24, Synergy_Bliss=8.35, Synergy_Loewe=6.45, Synergy_HSA=8.06. Drug 1: C1=CC(=CC=C1CC(C(=O)O)N)N(CCCl)CCCl.Cl. Cell line: KM12.